This data is from Catalyst prediction with 721,799 reactions and 888 catalyst types from USPTO. The task is: Predict which catalyst facilitates the given reaction. Reactant: [NH2:1][CH2:2][CH2:3][O:4][CH2:5][CH2:6][OH:7].C(=O)([O-])[O-].[Na+].[Na+].[C:14](O[C:14]([O:16][C:17]([CH3:20])([CH3:19])[CH3:18])=[O:15])([O:16][C:17]([CH3:20])([CH3:19])[CH3:18])=[O:15]. Product: [OH:7][CH2:6][CH2:5][O:4][CH2:3][CH2:2][NH:1][C:14](=[O:15])[O:16][C:17]([CH3:20])([CH3:19])[CH3:18]. The catalyst class is: 132.